Dataset: Forward reaction prediction with 1.9M reactions from USPTO patents (1976-2016). Task: Predict the product of the given reaction. (1) Given the reactants [Cl:1][C:2]1[C:3]([O:12][C:13]2[CH:18]=[C:17]([O:19][CH:20]([CH2:25][O:26][CH2:27][CH3:28])[CH2:21][O:22][CH2:23][CH3:24])[CH:16]=[CH:15][C:14]=2/[CH:29]=[CH:30]/[C:31](OCC)=[O:32])=[N:4][CH:5]=[C:6]([C:8]([F:11])([F:10])[F:9])[CH:7]=1.[H-].C([Al+]CC(C)C)C(C)C.O.O.O.O.O.O.O.O.O.O.S([O-])([O-])(=O)=O.[Na+].[Na+], predict the reaction product. The product is: [Cl:1][C:2]1[C:3]([O:12][C:13]2[CH:18]=[C:17]([O:19][CH:20]([CH2:25][O:26][CH2:27][CH3:28])[CH2:21][O:22][CH2:23][CH3:24])[CH:16]=[CH:15][C:14]=2/[CH:29]=[CH:30]/[CH2:31][OH:32])=[N:4][CH:5]=[C:6]([C:8]([F:9])([F:11])[F:10])[CH:7]=1. (2) Given the reactants CN(C(ON1N=NC2C=CC=NC1=2)=[N+](C)C)C.F[P-](F)(F)(F)(F)F.[Cl:25][C:26]1[N:30]2[CH:31]=[C:32]([C:39]3[CH:43]=[CH:42][O:41][CH:40]=3)[CH:33]=[C:34]([C:35]([F:38])([F:37])[F:36])[C:29]2=[N:28][C:27]=1[C:44](O)=[O:45].[CH3:47][CH:48]([CH3:58])[CH2:49][CH2:50][O:51][CH:52]1[CH2:57][CH2:56][NH:55][CH2:54][CH2:53]1, predict the reaction product. The product is: [Cl:25][C:26]1[N:30]2[CH:31]=[C:32]([C:39]3[CH:43]=[CH:42][O:41][CH:40]=3)[CH:33]=[C:34]([C:35]([F:36])([F:38])[F:37])[C:29]2=[N:28][C:27]=1[C:44]([N:55]1[CH2:56][CH2:57][CH:52]([O:51][CH2:50][CH2:49][CH:48]([CH3:58])[CH3:47])[CH2:53][CH2:54]1)=[O:45]. (3) Given the reactants [Li+].[CH3:2]C([N-]C(C)C)C.[CH2:9]1[C:11]2([CH2:14][CH:13]([C:15]([O:17][CH2:18][C:19]3[CH:24]=[CH:23][CH:22]=[CH:21][CH:20]=3)=[O:16])[CH2:12]2)[CH2:10]1.CI, predict the reaction product. The product is: [CH3:2][C:13]1([C:15]([O:17][CH2:18][C:19]2[CH:24]=[CH:23][CH:22]=[CH:21][CH:20]=2)=[O:16])[CH2:12][C:11]2([CH2:10][CH2:9]2)[CH2:14]1. (4) Given the reactants S(Cl)([Cl:3])=O.[CH2:5]([O:12][C:13]([NH:15][C@@H:16]([C:19]([OH:21])=[O:20])[CH2:17][NH2:18])=[O:14])[C:6]1[CH:11]=[CH:10][CH:9]=[CH:8][CH:7]=1.[CH3:22]O, predict the reaction product. The product is: [ClH:3].[CH3:22][O:20][C:19](=[O:21])[C@H:16]([NH:15][C:13]([O:12][CH2:5][C:6]1[CH:7]=[CH:8][CH:9]=[CH:10][CH:11]=1)=[O:14])[CH2:17][NH2:18]. (5) Given the reactants [NH2:1][C@H:2]([C:4]([OH:6])=O)[CH3:3].C([O-])=O.[Na+].OP([O-])([O-])=O.[Na+].[Na+].C1N=C(N)C2N=CN([C@@H:27]3[O:31][C@H:30](COP(OP(OC[C@H]4O[C@@H](N5C=C(C(N)=O)CC=C5)[C@H](O)[C@@H]4O)(O)=O)(O)=O)[C@@H](O)[C@H]3O)C=2N=1.[CH3:62][C:63]1[C:68](O)=[C:67]([CH:70]=O)[C:66]([CH2:72]OP(O)(O)=O)=CN=1.C([O-])=O.C(O[C@@H]1C(=O)CCOC1)C1C=CC=CC=1.Cl.C(=O)([O-])[O-].[K+].[K+], predict the reaction product. The product is: [CH2:70]([O:6][C@@H:4]1[C@@H:2]([NH2:1])[CH2:3][CH2:27][O:31][CH2:30]1)[C:67]1[CH:68]=[CH:63][CH:62]=[CH:72][CH:66]=1. (6) Given the reactants [CH:1]1([C:4]2[CH:9]=[C:8]([C:10]([F:13])([F:12])[F:11])[CH:7]=[CH:6][C:5]=2B2OC(C)(C)C(C)(C)O2)[CH2:3][CH2:2]1.[Br:23][C:24]1[CH:33]=[C:32]2[C:27]([C:28](Cl)=[N:29][CH:30]=[N:31]2)=[CH:26][CH:25]=1.C(=O)([O-])[O-].[K+].[K+].O, predict the reaction product. The product is: [Br:23][C:24]1[CH:33]=[C:32]2[C:27]([C:28]([C:5]3[CH:6]=[CH:7][C:8]([C:10]([F:11])([F:12])[F:13])=[CH:9][C:4]=3[CH:1]3[CH2:2][CH2:3]3)=[N:29][CH:30]=[N:31]2)=[CH:26][CH:25]=1.